From a dataset of Forward reaction prediction with 1.9M reactions from USPTO patents (1976-2016). Predict the product of the given reaction. (1) Given the reactants [CH2:1]([O:8][C:9]1[CH:10]=[CH:11][C:12]([S:20](=[O:33])(=[O:32])[NH:21][C:22]2[CH:23]=[CH:24][C:25]3[CH2:29][O:28][B:27]([OH:30])[C:26]=3[CH:31]=2)=[C:13]([NH:15][C:16](=[O:19])[CH2:17]Cl)[CH:14]=1)[C:2]1[CH:7]=[CH:6][CH:5]=[CH:4][CH:3]=1.Cl.[CH3:35][NH:36][CH3:37].CN1CCOCC1, predict the reaction product. The product is: [CH2:1]([O:8][C:9]1[CH:10]=[CH:11][C:12]([S:20](=[O:33])(=[O:32])[NH:21][C:22]2[CH:23]=[CH:24][C:25]3[CH2:29][O:28][B:27]([OH:30])[C:26]=3[CH:31]=2)=[C:13]([NH:15][C:16](=[O:19])[CH2:17][N:36]([CH3:37])[CH3:35])[CH:14]=1)[C:2]1[CH:7]=[CH:6][CH:5]=[CH:4][CH:3]=1. (2) Given the reactants [CH3:1][NH:2][C@H:3]([C:7]([NH:9][C@H:10]([C:14]([N:16]([C@@H:18]([C@@H:57]([CH3:60])[CH2:58][CH3:59])[C@H:19]([O:55][CH3:56])[CH2:20][C:21]([N:23]1[CH2:27][CH2:26][CH2:25][C@H:24]1[C@H:28]([O:53][CH3:54])[C@@H:29]([CH3:52])[C:30]([NH:32][C@@H:33]([CH2:42][C:43]1[C:51]2[C:46](=[CH:47][CH:48]=[CH:49][CH:50]=2)[NH:45][CH:44]=1)[C:34]([N:36]1[CH2:41][CH2:40][CH2:39][CH2:38][O:37]1)=[O:35])=[O:31])=[O:22])[CH3:17])=[O:15])[CH:11]([CH3:13])[CH3:12])=[O:8])[CH:4]([CH3:6])[CH3:5].O=[CH:62][CH2:63][CH2:64][C:65]([OH:67])=[O:66].C(O)(=O)C, predict the reaction product. The product is: [C:65]([CH2:64][CH2:63][CH2:62][N:2]([CH3:1])[C@H:3]([C:7]([NH:9][C@H:10]([C:14]([N:16]([C@@H:18]([C@@H:57]([CH3:60])[CH2:58][CH3:59])[C@H:19]([O:55][CH3:56])[CH2:20][C:21]([N:23]1[CH2:27][CH2:26][CH2:25][C@H:24]1[C@H:28]([O:53][CH3:54])[C@@H:29]([CH3:52])[C:30]([NH:32][C@@H:33]([CH2:42][C:43]1[C:51]2[C:46](=[CH:47][CH:48]=[CH:49][CH:50]=2)[NH:45][CH:44]=1)[C:34]([N:36]1[CH2:41][CH2:40][CH2:39][CH2:38][O:37]1)=[O:35])=[O:31])=[O:22])[CH3:17])=[O:15])[CH:11]([CH3:12])[CH3:13])=[O:8])[CH:4]([CH3:5])[CH3:6])([OH:67])=[O:66].